Task: Predict the product of the given reaction.. Dataset: Forward reaction prediction with 1.9M reactions from USPTO patents (1976-2016) (1) The product is: [OH:12][C:2]1[CH:10]=[C:9]([F:11])[CH:8]=[CH:7][C:3]=1[C:4]([OH:6])=[O:5]. Given the reactants F[C:2]1[CH:10]=[C:9]([F:11])[CH:8]=[CH:7][C:3]=1[C:4]([OH:6])=[O:5].[OH-:12].[Na+].Cl, predict the reaction product. (2) Given the reactants Br[C:2]1[CH:3]=[C:4]([C:20]([O:22][CH3:23])=[O:21])[C:5]2[CH2:6][CH2:7][N:8]([CH:13]([CH2:17][CH2:18][CH3:19])[CH2:14][CH2:15][CH3:16])[C:9](=[O:12])[C:10]=2[CH:11]=1.C(=O)(O)[O-].[Na+], predict the reaction product. The product is: [C:9]([C:10]1[CH:5]=[C:4]([C:2]2[CH:3]=[C:4]([C:20]([O:22][CH3:23])=[O:21])[C:5]3[CH2:6][CH2:7][N:8]([CH:13]([CH2:17][CH2:18][CH3:19])[CH2:14][CH2:15][CH3:16])[C:9](=[O:12])[C:10]=3[CH:11]=2)[CH:3]=[CH:2][CH:11]=1)#[N:8]. (3) Given the reactants O1CCCC1.[Cl:6][C:7]1[C:8]([O:17][C:18]2[CH:24]=[CH:23][C:21]([NH2:22])=[CH:20][C:19]=2[N:25]2[CH:29]=[CH:28][CH:27]=[CH:26]2)=[N:9][CH:10]=[C:11]([C:13]([F:16])([F:15])[F:14])[CH:12]=1.C(N(CC)CC)C.[Cl:37][C:38]1[CH:46]=[CH:45][C:44]([N+:47]([O-:49])=[O:48])=[CH:43][C:39]=1[C:40](Cl)=[O:41], predict the reaction product. The product is: [Cl:6][C:7]1[C:8]([O:17][C:18]2[CH:24]=[CH:23][C:21]([NH:22][C:40](=[O:41])[C:39]3[CH:43]=[C:44]([N+:47]([O-:49])=[O:48])[CH:45]=[CH:46][C:38]=3[Cl:37])=[CH:20][C:19]=2[N:25]2[CH:29]=[CH:28][CH:27]=[CH:26]2)=[N:9][CH:10]=[C:11]([C:13]([F:16])([F:15])[F:14])[CH:12]=1. (4) Given the reactants [CH3:1][O:2][CH:3]([O:19][CH3:20])[C@:4]1([CH3:18])[C@@H:9]2[O:10][C@@H:8]2[C:7]2[CH:11]=[C:12]([N+:15]([O-:17])=[O:16])[CH:13]=[CH:14][C:6]=2[O:5]1.[Cl:21][C:22]1[CH:27]=[CH:26][C:25]([NH:28][CH2:29][C:30]2[NH:31][CH:32]=[CH:33][N:34]=2)=[CH:24][CH:23]=1, predict the reaction product. The product is: [CH3:1][O:2][CH:3]([O:19][CH3:20])[C@:4]1([CH3:18])[C@H:9]([OH:10])[C@@H:8]([N:28]([C:25]2[CH:26]=[CH:27][C:22]([Cl:21])=[CH:23][CH:24]=2)[CH2:29][C:30]2[NH:31][CH:32]=[CH:33][N:34]=2)[C:7]2[CH:11]=[C:12]([N+:15]([O-:17])=[O:16])[CH:13]=[CH:14][C:6]=2[O:5]1. (5) Given the reactants [CH2:1]([NH:3][C:4]([NH:6][C:7]1[N:12]=[CH:11][C:10]([C:13]2[C:14]([O:23][CH2:24][CH2:25][N:26]3[CH2:31][CH2:30][N:29]([CH3:32])[CH2:28][CH2:27]3)=[N:15][CH:16]=[C:17]([C:19]([NH:21][NH2:22])=[O:20])[CH:18]=2)=[C:9]([C:33]2[S:34][CH:35]=[C:36]([C:38]([F:41])([F:40])[F:39])[N:37]=2)[CH:8]=1)=[O:5])[CH3:2].C(N(C(C)C)CC)(C)C.[C:51](N1C=CN=C1)(N1C=CN=C1)=[O:52], predict the reaction product. The product is: [CH2:1]([NH:3][C:4]([NH:6][C:7]1[N:12]=[CH:11][C:10]([C:13]2[C:14]([O:23][CH2:24][CH2:25][N:26]3[CH2:27][CH2:28][N:29]([CH3:32])[CH2:30][CH2:31]3)=[N:15][CH:16]=[C:17]([C:19]3[O:20][C:51](=[O:52])[NH:22][N:21]=3)[CH:18]=2)=[C:9]([C:33]2[S:34][CH:35]=[C:36]([C:38]([F:39])([F:40])[F:41])[N:37]=2)[CH:8]=1)=[O:5])[CH3:2]. (6) Given the reactants [Cl:1][C:2]1[CH:15]=[CH:14][C:5]([CH2:6][NH:7][C:8](=[O:13])[C:9]([CH3:12])([CH3:11])[CH3:10])=[CH:4][C:3]=1[N+:16]([O-])=O, predict the reaction product. The product is: [NH2:16][C:3]1[CH:4]=[C:5]([CH:14]=[CH:15][C:2]=1[Cl:1])[CH2:6][NH:7][C:8](=[O:13])[C:9]([CH3:12])([CH3:11])[CH3:10]. (7) Given the reactants C([N:8]1[CH2:13][CH2:12][N:11]([C:14]2[CH:15]=[C:16]([CH:20]3[N:24]([C:25]4[CH:30]=[CH:29][C:28]([F:31])=[CH:27][C:26]=4[F:32])[N:23]=[C:22]([C:33]([F:39])([F:38])[C:34]([F:37])([F:36])[F:35])[CH2:21]3)[CH:17]=[CH:18][CH:19]=2)[CH2:10][CH2:9]1)(OC(C)(C)C)=O.[ClH:40], predict the reaction product. The product is: [ClH:40].[N:11]1([C:14]2[CH:15]=[C:16]([CH:20]3[N:24]([C:25]4[CH:30]=[CH:29][C:28]([F:31])=[CH:27][C:26]=4[F:32])[N:23]=[C:22]([C:33]([F:39])([F:38])[C:34]([F:35])([F:36])[F:37])[CH2:21]3)[CH:17]=[CH:18][CH:19]=2)[CH2:10][CH2:9][NH:8][CH2:13][CH2:12]1.